From a dataset of Reaction yield outcomes from USPTO patents with 853,638 reactions. Predict the reaction yield, written as a fraction of the theoretical maximum amount of product (1.0 means a 100% yield; for example, 0.34 means a 34% yield). (1) The reactants are [O-:1][CH2:2][CH3:3].[Na+].[Na].F[C:7]1[C:8]([CH:14]([N:16]2[C:20]([CH3:21])=[CH:19][CH:18]=[C:17]2[CH3:22])[CH3:15])=[N:9][CH:10]=[CH:11][C:12]=1[I:13]. The catalyst is C(O)C.O. The product is [I:13][C:12]1[CH:11]=[CH:10][N:9]=[C:8]([CH:14]([N:16]2[C:20]([CH3:21])=[CH:19][CH:18]=[C:17]2[CH3:22])[CH3:15])[C:7]=1[O:1][CH2:2][CH3:3]. The yield is 0.0850. (2) The reactants are C(N1C=CN=C1)(N1C=CN=C1)=S.[CH2:13]([N:15]([CH2:28][CH3:29])[CH2:16][CH2:17][O:18][C:19]1[CH:24]=[CH:23][C:22]([N+:25]([O-])=O)=[CH:21][CH:20]=1)[CH3:14].CN(C)[CH:32]=[O:33]. No catalyst specified. The product is [CH2:13]([N:15]([CH2:28][CH3:29])[CH2:16][CH2:17][O:18][C:19]1[CH:24]=[CH:23][C:22]([N:25]=[C:32]=[O:33])=[CH:21][CH:20]=1)[CH3:14]. The yield is 0.830.